From a dataset of Full USPTO retrosynthesis dataset with 1.9M reactions from patents (1976-2016). Predict the reactants needed to synthesize the given product. (1) Given the product [C:19]([CH:5]([C:6]1[CH:11]=[CH:10][C:9]([O:12][CH2:13][O:14][CH2:15][CH2:16][O:17][CH3:18])=[CH:8][CH:7]=1)[CH2:4][CH2:3][OH:2])#[N:20], predict the reactants needed to synthesize it. The reactants are: C[O:2][C:3](=O)[CH2:4][CH:5]([C:19]#[N:20])[C:6]1[CH:11]=[CH:10][C:9]([O:12][CH2:13][O:14][CH2:15][CH2:16][O:17][CH3:18])=[CH:8][CH:7]=1.C([Al]CC(C)C)C(C)C.C([Li])CCC.COC(=O)CC.[BH4-].[Na+].Cl. (2) Given the product [Br-:1].[C:28]1([PH+:21]([C:15]2[CH:16]=[CH:17][CH:18]=[CH:19][CH:20]=2)[C:22]2[CH:27]=[CH:26][CH:25]=[CH:24][CH:23]=2)[CH:29]=[CH:30][CH:31]=[CH:32][CH:33]=1.[CH3:14][CH2:13][CH2:12][CH2:11][CH2:10][CH2:9][CH2:8][CH2:7][CH2:6][CH2:5][CH2:4][CH2:3][CH3:2], predict the reactants needed to synthesize it. The reactants are: [Br:1][CH2:2][CH2:3][CH2:4][CH2:5][CH2:6][CH2:7][CH2:8][CH2:9][CH2:10][CH2:11][CH2:12][CH2:13][CH3:14].[C:15]1([P:21]([C:28]2[CH:33]=[CH:32][CH:31]=[CH:30][CH:29]=2)[C:22]2[CH:27]=[CH:26][CH:25]=[CH:24][CH:23]=2)[CH:20]=[CH:19][CH:18]=[CH:17][CH:16]=1.